Dataset: Forward reaction prediction with 1.9M reactions from USPTO patents (1976-2016). Task: Predict the product of the given reaction. (1) Given the reactants [N:1]1[C:5]2[CH:6]=[CH:7][CH:8]=[CH:9][C:4]=2[NH:3][CH:2]=1.C(=O)([O-])[O-].[Cs+].[Cs+].NC1N=C(O)C=C(O)N=1.Br[C:26]1[S:30][C:29]([C:31]([OH:33])=[O:32])=[CH:28][CH:27]=1, predict the reaction product. The product is: [S:30]1[CH:26]=[CH:27][CH:28]=[C:29]1[C:31]([OH:33])=[O:32].[N:1]1[C:5]2[CH:6]=[CH:7][CH:8]=[CH:9][C:4]=2[NH:3][CH:2]=1. (2) The product is: [C:22]([O:21][C:19]([NH:1][CH2:2][C:3]1[CH:4]=[CH:5][C:6]([C:7]([OH:9])=[O:8])=[CH:10][CH:11]=1)=[O:20])([CH3:25])([CH3:24])[CH3:23]. Given the reactants [NH2:1][CH2:2][C:3]1[CH:11]=[CH:10][C:6]([C:7]([OH:9])=[O:8])=[CH:5][CH:4]=1.[OH-].[Na+].C1COCC1.[C:19](O[C:19]([O:21][C:22]([CH3:25])([CH3:24])[CH3:23])=[O:20])([O:21][C:22]([CH3:25])([CH3:24])[CH3:23])=[O:20], predict the reaction product. (3) Given the reactants [C:1]1([CH2:7][S:8]([C:11]2[CH:12]=[C:13]3[C:17](=[CH:18][CH:19]=2)[NH:16][C:15](=[O:20])[CH2:14]3)(=[O:10])=[O:9])[CH:6]=[CH:5][CH:4]=[CH:3][CH:2]=1.[CH3:21][C@H:22]1[NH:27][C@@H:26]([CH3:28])[CH2:25][N:24]([C:29](=[O:40])[CH2:30][C:31]2[C:32]([CH3:39])=[C:33]([CH:37]=O)[NH:34][C:35]=2[CH3:36])[CH2:23]1.N1CCCCC1, predict the reaction product. The product is: [CH3:21][C@H:22]1[NH:27][C@@H:26]([CH3:28])[CH2:25][N:24]([C:29](=[O:40])[CH2:30][C:31]2[C:32]([CH3:39])=[C:33](/[CH:37]=[C:14]3\[C:15](=[O:20])[NH:16][C:17]4[C:13]\3=[CH:12][C:11]([S:8]([CH2:7][C:1]3[CH:2]=[CH:3][CH:4]=[CH:5][CH:6]=3)(=[O:10])=[O:9])=[CH:19][CH:18]=4)[NH:34][C:35]=2[CH3:36])[CH2:23]1. (4) Given the reactants C(OC([N:8]1[CH2:13][CH2:12][CH:11]([NH:14][C:15]2[CH:24]=[CH:23][C:22]3[C:17](=[CH:18][CH:19]=[CH:20][CH:21]=3)[N:16]=2)[CH2:10][CH2:9]1)=O)(C)(C)C.[ClH:25], predict the reaction product. The product is: [ClH:25].[ClH:25].[NH:8]1[CH2:13][CH2:12][CH:11]([NH:14][C:15]2[CH:24]=[CH:23][C:22]3[C:17](=[CH:18][CH:19]=[CH:20][CH:21]=3)[N:16]=2)[CH2:10][CH2:9]1. (5) The product is: [CH2:1]([C:3]1[CH:4]=[CH:5][C:6]([C:9]2[N:10]([CH2:19]/[CH:20]=[CH:21]/[C:22]([OH:24])=[O:23])[C:11](=[O:18])[C:12]([CH:15]([CH3:17])[CH3:16])([CH3:14])[N:13]=2)=[N:7][CH:8]=1)[CH3:2]. Given the reactants [CH2:1]([C:3]1[CH:4]=[CH:5][C:6]([C:9]2[N:10]([CH2:19]/[CH:20]=[CH:21]/[C:22]([O:24]CC)=[O:23])[C:11](=[O:18])[C:12]([CH:15]([CH3:17])[CH3:16])([CH3:14])[N:13]=2)=[N:7][CH:8]=1)[CH3:2].O1CCCC1.O.[OH-].[Na+], predict the reaction product. (6) The product is: [CH2:37]([O:36][CH2:35][CH2:34][S:31]([C:28]1[CH:29]=[CH:30][C:25]([C:20]([C:11]2[NH:10][C:14]3=[N:15][CH:16]=[C:17]([F:19])[CH:18]=[C:13]3[CH:12]=2)=[CH:21][CH:22]([CH3:23])[CH3:24])=[CH:26][CH:27]=1)(=[O:33])=[O:32])[CH3:40]. Given the reactants C1(S([N:10]2[C:14]3=[N:15][CH:16]=[C:17]([F:19])[CH:18]=[C:13]3[CH:12]=[C:11]2[C:20]([C:25]2[CH:30]=[CH:29][C:28]([S:31]([CH2:34][CH2:35][O:36][CH3:37])(=[O:33])=[O:32])=[CH:27][CH:26]=2)=[CH:21][CH:22]([CH3:24])[CH3:23])(=O)=O)C=CC=CC=1.[OH-].[Na+].[CH2:40](O)C, predict the reaction product. (7) The product is: [C:1]([O:5][C:6]([N:8]1[CH2:13][CH2:12][CH2:11][CH2:10][C@H:9]1[CH2:14][C:15]1[CH:20]=[CH:19][CH:18]=[C:17]([N:23]2[N:24]=[CH:25][CH:26]=[N:22]2)[CH:16]=1)=[O:7])([CH3:4])([CH3:3])[CH3:2]. Given the reactants [C:1]([O:5][C:6]([N:8]1[CH2:13][CH2:12][CH2:11][CH2:10][C@H:9]1[CH2:14][C:15]1[CH:20]=[CH:19][CH:18]=[C:17](I)[CH:16]=1)=[O:7])([CH3:4])([CH3:3])[CH3:2].[NH:22]1[CH:26]=[CH:25][N:24]=[N:23]1.C(C)(C)C, predict the reaction product.